From a dataset of Merck oncology drug combination screen with 23,052 pairs across 39 cell lines. Regression. Given two drug SMILES strings and cell line genomic features, predict the synergy score measuring deviation from expected non-interaction effect. (1) Drug 1: COc1cc(C2c3cc4c(cc3C(OC3OC5COC(C)OC5C(O)C3O)C3COC(=O)C23)OCO4)cc(OC)c1O. Drug 2: CNC(=O)c1cc(Oc2ccc(NC(=O)Nc3ccc(Cl)c(C(F)(F)F)c3)cc2)ccn1. Cell line: OCUBM. Synergy scores: synergy=-9.10. (2) Drug 1: O=S1(=O)NC2(CN1CC(F)(F)F)C1CCC2Cc2cc(C=CCN3CCC(C(F)(F)F)CC3)ccc2C1. Drug 2: CCN(CC)CCNC(=O)c1c(C)[nH]c(C=C2C(=O)Nc3ccc(F)cc32)c1C. Cell line: SKOV3. Synergy scores: synergy=12.5. (3) Drug 1: N.N.O=C(O)C1(C(=O)O)CCC1.[Pt]. Drug 2: CCc1cnn2c(NCc3ccc[n+]([O-])c3)cc(N3CCCCC3CCO)nc12. Cell line: NCIH1650. Synergy scores: synergy=-5.25.